Dataset: Forward reaction prediction with 1.9M reactions from USPTO patents (1976-2016). Task: Predict the product of the given reaction. (1) Given the reactants [I:1][C:2]1[CH:3]=[C:4]([N:8]=[C:9]=[O:10])[CH:5]=[CH:6][CH:7]=1.[NH2:11][C:12]1[CH:13]=[C:14]([CH2:18][O:19][CH2:20][CH2:21][O:22][CH2:23][CH2:24][CH2:25][CH2:26][CH2:27][CH2:28][N:29]2[CH2:33][C@@H:32]([C:34]3[CH:45]=[CH:44][C:37]4[O:38][C:39]([CH3:43])([CH3:42])[O:40][CH2:41][C:36]=4[CH:35]=3)[O:31][C:30]2=[O:46])[CH:15]=[CH:16][CH:17]=1.C(O)(C)C, predict the reaction product. The product is: [CH3:42][C:39]1([CH3:43])[O:38][C:37]2[CH:44]=[CH:45][C:34]([C@H:32]3[O:31][C:30](=[O:46])[N:29]([CH2:28][CH2:27][CH2:26][CH2:25][CH2:24][CH2:23][O:22][CH2:21][CH2:20][O:19][CH2:18][C:14]4[CH:13]=[C:12]([NH:11][C:9]([NH:8][C:4]5[CH:5]=[CH:6][CH:7]=[C:2]([I:1])[CH:3]=5)=[O:10])[CH:17]=[CH:16][CH:15]=4)[CH2:33]3)=[CH:35][C:36]=2[CH2:41][O:40]1. (2) Given the reactants Br[C:2]1[CH:3]=[C:4]2[C:9](=[CH:10][CH:11]=1)[CH:8]=[N:7][CH:6]=[CH:5]2.[C:12]([Si:14]([CH3:17])([CH3:16])[CH3:15])#[CH:13], predict the reaction product. The product is: [CH3:15][Si:14]([CH3:17])([CH3:16])[C:12]#[C:13][C:2]1[CH:3]=[C:4]2[C:9](=[CH:10][CH:11]=1)[CH:8]=[N:7][CH:6]=[CH:5]2. (3) Given the reactants [C:1]([O:5][C:6]([NH:8][C:9]1[CH:10]=[CH:11][C:12]([OH:18])=[C:13]([CH:17]=1)[C:14]([OH:16])=[O:15])=[O:7])([CH3:4])([CH3:3])[CH3:2].[C:19](Cl)(=[O:21])[CH3:20].C(=O)([O-])[O-].[K+].[K+], predict the reaction product. The product is: [C:19]([O:18][C:12]1[CH:11]=[CH:10][C:9]([NH:8][C:6]([O:5][C:1]([CH3:4])([CH3:2])[CH3:3])=[O:7])=[CH:17][C:13]=1[C:14]([OH:16])=[O:15])(=[O:21])[CH3:20]. (4) Given the reactants [C:1]([C:3]1[CH:8]=[CH:7][C:6]([CH2:9][CH2:10][C:11]([O:13][CH3:14])=[O:12])=[CH:5][CH:4]=1)#[CH:2].Br[C:16]1[CH:24]=[CH:23][CH:22]=[C:21]2[C:17]=1[CH2:18][CH2:19][C:20]2=[O:25], predict the reaction product. The product is: [O:25]=[C:20]1[C:21]2[C:17](=[C:16]([C:2]#[C:1][C:3]3[CH:8]=[CH:7][C:6]([CH2:9][CH2:10][C:11]([O:13][CH3:14])=[O:12])=[CH:5][CH:4]=3)[CH:24]=[CH:23][CH:22]=2)[CH2:18][CH2:19]1. (5) Given the reactants [NH2:1][C:2]1[C:31]([Br:32])=[CH:30][C:5]([CH2:6][C@H:7]([C:16]([N:18]2[CH2:23][CH2:22][CH:21]([N:24]3[CH2:29][CH2:28][CH2:27][CH2:26][CH2:25]3)[CH2:20][CH2:19]2)=O)[NH:8][C:9]([O:11][C:12]([CH3:15])([CH3:14])[CH3:13])=[O:10])=[CH:4][C:3]=1[Br:33].[BH4-].[Na+].C(O)(=O)C, predict the reaction product. The product is: [NH2:1][C:2]1[C:31]([Br:32])=[CH:30][C:5]([CH2:6][C@@H:7]([NH:8][C:9]([O:11][C:12]([CH3:14])([CH3:13])[CH3:15])=[O:10])[CH2:16][N:18]2[CH2:19][CH2:20][CH:21]([N:24]3[CH2:25][CH2:26][CH2:27][CH2:28][CH2:29]3)[CH2:22][CH2:23]2)=[CH:4][C:3]=1[Br:33]. (6) Given the reactants [N+:1]([C:4]1[CH:12]=[C:11]2[C:7]([CH2:8][CH2:9][NH:10]2)=[CH:6][CH:5]=1)([O-:3])=[O:2].[CH3:13][N:14]1[CH2:19][CH2:18][C:17](=O)[CH2:16][CH2:15]1.C([O-])(O)=O.[Na+], predict the reaction product. The product is: [CH3:13][N:14]1[CH2:19][CH2:18][CH:17]([N:10]2[C:11]3[C:7](=[CH:6][CH:5]=[C:4]([N+:1]([O-:3])=[O:2])[CH:12]=3)[CH2:8][CH2:9]2)[CH2:16][CH2:15]1. (7) The product is: [F:14][C:2]([F:1])([S:10]([O-:13])(=[O:12])=[O:11])[CH2:3][O:4][C:5](=[O:9])[C:6]([CH3:8])=[CH2:7].[C:36]1([S+:29]([C:23]2[CH:24]=[CH:25][CH:26]=[CH:27][CH:28]=2)[C:30]2[CH:35]=[CH:34][CH:33]=[CH:32][CH:31]=2)[CH:37]=[CH:38][CH:39]=[CH:40][CH:41]=1. Given the reactants [F:1][C:2]([F:14])([S:10]([O-:13])(=[O:12])=[O:11])[CH2:3][O:4][C:5](=[O:9])[C:6]([CH3:8])=[CH2:7].C([NH+](CC)CC)C.[Br-].[C:23]1([S+:29]([C:36]2[CH:41]=[CH:40][CH:39]=[CH:38][CH:37]=2)[C:30]2[CH:35]=[CH:34][CH:33]=[CH:32][CH:31]=2)[CH:28]=[CH:27][CH:26]=[CH:25][CH:24]=1, predict the reaction product. (8) Given the reactants C[O:2][C:3]1[C:8]([O:9][CH3:10])=[CH:7][C:6]([C:11]2[CH:16]=[CH:15][C:14]([O:17][CH3:18])=[CH:13][CH:12]=2)=[CH:5][N:4]=1.Br[CH2:20][C:21]1[CH:26]=[CH:25][C:24]([Cl:27])=[CH:23][C:22]=1[F:28], predict the reaction product. The product is: [Cl:27][C:24]1[CH:25]=[CH:26][C:21]([CH2:20][N:4]2[CH:5]=[C:6]([C:11]3[CH:16]=[CH:15][C:14]([O:17][CH3:18])=[CH:13][CH:12]=3)[CH:7]=[C:8]([O:9][CH3:10])[C:3]2=[O:2])=[C:22]([F:28])[CH:23]=1. (9) The product is: [Cl:1][C:2]1[CH:3]=[CH:4][C:5]([CH:8]2[CH:12]([C:13]3[CH:14]=[CH:15][C:16]([Cl:19])=[CH:17][CH:18]=3)[N:11]([C:20]([N:48]3[CH2:49][CH2:50][CH:45]([N:40]4[CH2:44][CH2:43][CH2:42][CH2:41]4)[CH2:46][CH2:47]3)=[O:21])[C:10]([C:23]3[CH:28]=[CH:27][CH:26]=[CH:25][C:24]=3[O:29][CH:30]([CH3:32])[CH3:31])=[N:9]2)=[CH:6][CH:7]=1. Given the reactants [Cl:1][C:2]1[CH:7]=[CH:6][C:5]([CH:8]2[CH:12]([C:13]3[CH:18]=[CH:17][C:16]([Cl:19])=[CH:15][CH:14]=3)[N:11]([C:20](Cl)=[O:21])[C:10]([C:23]3[CH:28]=[CH:27][CH:26]=[CH:25][C:24]=3[O:29][CH:30]([CH3:32])[CH3:31])=[N:9]2)=[CH:4][CH:3]=1.C(N(CC)CC)C.[N:40]1([CH:45]2[CH2:50][CH2:49][NH:48][CH2:47][CH2:46]2)[CH2:44][CH2:43][CH2:42][CH2:41]1.O, predict the reaction product.